From a dataset of CYP3A4 inhibition data for predicting drug metabolism from PubChem BioAssay. Regression/Classification. Given a drug SMILES string, predict its absorption, distribution, metabolism, or excretion properties. Task type varies by dataset: regression for continuous measurements (e.g., permeability, clearance, half-life) or binary classification for categorical outcomes (e.g., BBB penetration, CYP inhibition). Dataset: cyp3a4_veith. (1) The compound is NC(=O)c1nnn(Cc2cc(Cl)c(C(=O)c3ccc(Cl)cc3)c(Cl)c2)c1N. The result is 1 (inhibitor). (2) The molecule is O=C(Nc1ccc(-c2csc(-c3ccccc3)n2)cc1)c1ccccc1Cl. The result is 0 (non-inhibitor). (3) The result is 0 (non-inhibitor). The molecule is CSc1ccc(NC(=O)Nc2cc(C)ccn2)cc1. (4) The molecule is O=C(CS(=O)c1cccc(Cl)c1)Nc1ccccc1Cl. The result is 1 (inhibitor). (5) The drug is CCCCC1(C)Nc2ccccc2-c2nc3ccccc3n21. The result is 1 (inhibitor). (6) The drug is CSc1nncc(-c2ccc(F)c(F)c2)n1. The result is 0 (non-inhibitor).